From a dataset of Full USPTO retrosynthesis dataset with 1.9M reactions from patents (1976-2016). Predict the reactants needed to synthesize the given product. (1) Given the product [I:8][C:7]1[C:2]([O:25][C:22]2[CH:21]=[CH:20][C:19]([NH:18][C:10]3[S:9][C:13]4[CH:14]=[CH:15][CH:16]=[CH:17][C:12]=4[N:11]=3)=[CH:24][CH:23]=2)=[N:3][CH:4]=[CH:5][CH:6]=1, predict the reactants needed to synthesize it. The reactants are: F[C:2]1[C:7]([I:8])=[CH:6][CH:5]=[CH:4][N:3]=1.[S:9]1[C:13]2[CH:14]=[CH:15][CH:16]=[CH:17][C:12]=2[N:11]=[C:10]1[NH:18][C:19]1[CH:24]=[CH:23][C:22]([OH:25])=[CH:21][CH:20]=1.C(=O)([O-])[O-].[Cs+].[Cs+].O. (2) The reactants are: [CH3:1][N:2]1[C:7]([CH3:9])([CH3:8])[CH2:6][CH:5]([C:10]2[CH:15]=[CH:14][C:13]([O:16][CH2:17][CH:18]3[CH2:20][O:19]3)=[CH:12][CH:11]=2)[CH2:4][C:3]1([CH3:22])[CH3:21].[N:23]#[C:24][NH2:25].[Na]. Given the product [CH3:1][N:2]1[C:3]([CH3:21])([CH3:22])[CH2:4][CH:5]([C:10]2[CH:11]=[CH:12][C:13]([O:16][CH2:17][CH:18]3[O:19][C:24]([NH2:25])=[N:23][CH2:20]3)=[CH:14][CH:15]=2)[CH2:6][C:7]1([CH3:8])[CH3:9], predict the reactants needed to synthesize it. (3) Given the product [C:27]([O:30][CH2:31][C:32]1[C:33]([N:47]2[C:48](=[O:60])[C:49]3[S:55][C:54]4[CH2:56][CH2:57][CH2:58][CH2:59][C:53]=4[C:50]=3[CH2:51][CH2:52]2)=[CH:34][CH:35]=[CH:36][C:37]=1[C:2]1[N:3]=[C:4]([NH:10][C:11]2[CH:16]=[CH:15][C:14]([CH:17]3[CH2:22][CH2:21][N:20]([CH:23]4[CH2:24][O:25][CH2:26]4)[CH2:19][CH2:18]3)=[CH:13][CH:12]=2)[C:5](=[O:9])[N:6]([CH3:8])[CH:7]=1)(=[O:29])[CH3:28], predict the reactants needed to synthesize it. The reactants are: Br[C:2]1[N:3]=[C:4]([NH:10][C:11]2[CH:16]=[CH:15][C:14]([CH:17]3[CH2:22][CH2:21][N:20]([CH:23]4[CH2:26][O:25][CH2:24]4)[CH2:19][CH2:18]3)=[CH:13][CH:12]=2)[C:5](=[O:9])[N:6]([CH3:8])[CH:7]=1.[C:27]([O:30][CH2:31][C:32]1[C:37](B2OC(C)(C)C(C)(C)O2)=[CH:36][CH:35]=[CH:34][C:33]=1[N:47]1[CH2:52][CH2:51][C:50]2[C:53]3[CH2:59][CH2:58][CH2:57][CH2:56][C:54]=3[S:55][C:49]=2[C:48]1=[O:60])(=[O:29])[CH3:28]. (4) Given the product [Cl:1][C:2]1[CH:9]=[CH:8][C:5]([CH:6]=[N:13][CH:10]2[CH2:12][CH2:11]2)=[CH:4][CH:3]=1, predict the reactants needed to synthesize it. The reactants are: [Cl:1][C:2]1[CH:9]=[CH:8][C:5]([CH:6]=O)=[CH:4][CH:3]=1.[CH:10]1([NH2:13])[CH2:12][CH2:11]1. (5) Given the product [Cl:19][C:7]1[C:6]2[CH:1]=[CH:2][CH:3]=[CH:4][C:5]=2[S:11][C:10]2[CH:12]=[CH:13][CH:14]=[CH:15][C:9]=2[N:8]=1, predict the reactants needed to synthesize it. The reactants are: [CH:1]1[C:6]2[C:7](=O)[NH:8][C:9]3[CH:15]=[CH:14][CH:13]=[CH:12][C:10]=3[S:11][C:5]=2[CH:4]=[CH:3][CH:2]=1.P(Cl)(Cl)([Cl:19])=O. (6) Given the product [I:34][C:10]1[C:5]2[CH2:4][NH:3][C:2](=[O:1])[C:6]=2[C:7]([NH:26][C:27]2[CH:28]=[C:29]([CH3:33])[CH:30]=[CH:31][CH:32]=2)=[N:8][C:9]=1[NH:11][C@@H:12]1[CH2:17][CH2:16][CH2:15][CH2:14][C@@H:13]1[NH:18][C:19](=[O:25])[O:20][C:21]([CH3:24])([CH3:23])[CH3:22], predict the reactants needed to synthesize it. The reactants are: [O:1]=[C:2]1[C:6]2[C:7]([NH:26][C:27]3[CH:28]=[C:29]([CH3:33])[CH:30]=[CH:31][CH:32]=3)=[N:8][C:9]([NH:11][C@@H:12]3[CH2:17][CH2:16][CH2:15][CH2:14][C@@H:13]3[NH:18][C:19](=[O:25])[O:20][C:21]([CH3:24])([CH3:23])[CH3:22])=[CH:10][C:5]=2[CH2:4][NH:3]1.[I:34]N1C(=O)CCC1=O. (7) Given the product [C:12]([C:2]1[CH:3]=[CH:4][CH:5]=[C:6]2[C:10]=1[NH:9][CH:8]=[CH:7]2)#[N:13], predict the reactants needed to synthesize it. The reactants are: Br[C:2]1[CH:3]=[CH:4][CH:5]=[C:6]2[C:10]=1[NH:9][CH:8]=[CH:7]2.[Cu](C#N)[C:12]#[N:13]. (8) Given the product [CH:13]1([NH:12][C:6]2[CH:5]=[CH:4][C:3]([CH:1]=[O:34])=[CH:11][C:7]=2[C:8]([OH:10])=[O:9])[CH2:17][CH2:16][CH2:15][CH2:14]1, predict the reactants needed to synthesize it. The reactants are: [C:1]([C:3]1[CH:4]=[CH:5][C:6]([NH:12][CH:13]2[CH2:17][CH2:16][CH2:15][CH2:14]2)=[C:7]([CH:11]=1)[C:8]([OH:10])=[O:9])#N.CCCCCC.[H-].C([Al+]CC(C)C)C(C)C.[O:34]1CCCC1.